This data is from NCI-60 drug combinations with 297,098 pairs across 59 cell lines. The task is: Regression. Given two drug SMILES strings and cell line genomic features, predict the synergy score measuring deviation from expected non-interaction effect. (1) Drug 1: CN1CCC(CC1)COC2=C(C=C3C(=C2)N=CN=C3NC4=C(C=C(C=C4)Br)F)OC. Drug 2: CC1CCC2CC(C(=CC=CC=CC(CC(C(=O)C(C(C(=CC(C(=O)CC(OC(=O)C3CCCCN3C(=O)C(=O)C1(O2)O)C(C)CC4CCC(C(C4)OC)O)C)C)O)OC)C)C)C)OC. Cell line: HS 578T. Synergy scores: CSS=32.1, Synergy_ZIP=15.6, Synergy_Bliss=15.7, Synergy_Loewe=0.485, Synergy_HSA=10.8. (2) Drug 1: C1CN1C2=NC(=NC(=N2)N3CC3)N4CC4. Drug 2: CC1C(C(CC(O1)OC2CC(CC3=C2C(=C4C(=C3O)C(=O)C5=C(C4=O)C(=CC=C5)OC)O)(C(=O)CO)O)N)O.Cl. Cell line: SNB-75. Synergy scores: CSS=43.3, Synergy_ZIP=-4.61, Synergy_Bliss=0.267, Synergy_Loewe=0.293, Synergy_HSA=2.98. (3) Drug 1: CN(C)C1=NC(=NC(=N1)N(C)C)N(C)C. Drug 2: C1CC(C1)(C(=O)O)C(=O)O.[NH2-].[NH2-].[Pt+2]. Cell line: MOLT-4. Synergy scores: CSS=71.3, Synergy_ZIP=2.19, Synergy_Bliss=-2.38, Synergy_Loewe=-30.2, Synergy_HSA=-4.78. (4) Drug 1: CN1CCC(CC1)COC2=C(C=C3C(=C2)N=CN=C3NC4=C(C=C(C=C4)Br)F)OC. Drug 2: CC1=C(C(CCC1)(C)C)C=CC(=CC=CC(=CC(=O)O)C)C. Cell line: COLO 205. Synergy scores: CSS=-13.0, Synergy_ZIP=8.54, Synergy_Bliss=2.57, Synergy_Loewe=-13.5, Synergy_HSA=-10.5. (5) Drug 1: CN1CCC(CC1)COC2=C(C=C3C(=C2)N=CN=C3NC4=C(C=C(C=C4)Br)F)OC. Cell line: 786-0. Drug 2: C1=CC(=CC=C1CCCC(=O)O)N(CCCl)CCCl. Synergy scores: CSS=55.6, Synergy_ZIP=0.749, Synergy_Bliss=-0.522, Synergy_Loewe=0.446, Synergy_HSA=1.57. (6) Synergy scores: CSS=-0.497, Synergy_ZIP=1.66, Synergy_Bliss=3.07, Synergy_Loewe=-1.13, Synergy_HSA=0.495. Drug 2: C(=O)(N)NO. Cell line: HS 578T. Drug 1: C1=CN(C=N1)CC(O)(P(=O)(O)O)P(=O)(O)O.